This data is from Reaction yield outcomes from USPTO patents with 853,638 reactions. The task is: Predict the reaction yield, written as a fraction of the theoretical maximum amount of product (1.0 means a 100% yield; for example, 0.34 means a 34% yield). (1) The reactants are [Cl:1][C:2]1[CH:10]=[CH:9][C:5]([C:6](Cl)=[O:7])=[CH:4][CH:3]=1.[NH2:11][C:12]1[CH:13]=[C:14]([C:18]2[C:22]([Br:23])=[CH:21][N:20]([CH3:24])[N:19]=2)[CH:15]=[CH:16][CH:17]=1.C(N(CC)CC)C. The catalyst is C(Cl)Cl. The product is [Br:23][C:22]1[C:18]([C:14]2[CH:13]=[C:12]([NH:11][C:6]([C:5]3[CH:9]=[CH:10][C:2]([Cl:1])=[CH:3][CH:4]=3)=[O:7])[CH:17]=[CH:16][CH:15]=2)=[N:19][N:20]([CH3:24])[CH:21]=1. The yield is 0.720. (2) The reactants are Cl[C:2]1[N:10]=[CH:9][N:8]=[C:7]2[C:3]=1[N:4]=[CH:5][N:6]2[CH:11]1[CH2:15][CH2:14][CH2:13][O:12]1.ClC1N=CN=C2C=1NC=N2.[OH:26][C:27]1[CH:28]=[C:29]([CH:32]=[CH:33][CH:34]=1)[CH2:30][NH2:31].C(N(C(C)C)C(C)C)C. The catalyst is C(O)CC. The product is [OH:26][C:27]1[CH:28]=[C:29]([CH:32]=[CH:33][CH:34]=1)[CH2:30][NH:31][C:2]1[N:10]=[CH:9][N:8]=[C:7]2[C:3]=1[N:4]=[CH:5][N:6]2[CH:11]1[CH2:15][CH2:14][CH2:13][O:12]1. The yield is 0.850. (3) The reactants are [CH3:1][C:2]1[C@@H:19]([O:20][C:21]([C@H:23]([OH:40])[C@@H:24]([NH:31][C:32]([C:34]2[CH:35]=[CH:36][CH:37]=[CH:38][CH:39]=2)=[O:33])[C:25]2[CH:26]=[CH:27][CH:28]=[CH:29][CH:30]=2)=[O:22])[CH2:18][C@:14]2([OH:41])[C:15]([CH3:17])([CH3:16])[C:3]=1[C@@H:4]([O:59]C(C)=O)[C:5]([C@@:7]1([CH3:58])[C@H:12]([C@@H:13]2[O:42][C:43]([C:45]2[CH:46]=[CH:47][CH:48]=[CH:49][CH:50]=2)=[O:44])[C@:11]2([O:53][C:54]([CH3:56])=[O:55])[CH2:51][O:52][C@@H:10]2[CH2:9][C@@H:8]1[OH:57])=[O:6].OO.C(=O)(O)[O-].[Na+].ClCCl.O. The catalyst is O1CCCC1. The product is [CH3:1][C:2]1[C@@H:19]([O:20][C:21]([C@H:23]([OH:40])[C@@H:24]([NH:31][C:32]([C:34]2[CH:39]=[CH:38][CH:37]=[CH:36][CH:35]=2)=[O:33])[C:25]2[CH:30]=[CH:29][CH:28]=[CH:27][CH:26]=2)=[O:22])[CH2:18][C@:14]2([OH:41])[C:15]([CH3:16])([CH3:17])[C:3]=1[C@@H:4]([OH:59])[C:5]([C@@:7]1([CH3:58])[CH:12]([C@@H:13]2[O:42][C:43]([C:45]2[CH:50]=[CH:49][CH:48]=[CH:47][CH:46]=2)=[O:44])[C@:11]2([O:53][C:54]([CH3:56])=[O:55])[CH2:51][O:52][C@@H:10]2[CH2:9][C@@H:8]1[OH:57])=[O:6]. The yield is 0.930. (4) The reactants are Br[C:2]1[C:7](=[O:8])[N:6]([CH2:9][C:10]2[CH:15]=[CH:14][C:13]([C:16]3[C:17]([C:22]#[N:23])=[CH:18][CH:19]=[CH:20][CH:21]=3)=[CH:12][CH:11]=2)[C:5]([CH2:24][CH2:25][CH2:26][CH3:27])=[N:4][C:3]=1[CH3:28].[F:29][C:30]1[CH:35]=[CH:34][C:33](B(O)O)=[CH:32][CH:31]=1.C(=O)([O-])[O-].[Cs+].[Cs+]. The catalyst is O1CCOCC1.C(OCC)(=O)C.C1C=CC(P(C2C=CC=CC=2)[C-]2C=CC=C2)=CC=1.C1C=CC(P(C2C=CC=CC=2)[C-]2C=CC=C2)=CC=1.Cl[Pd]Cl.[Fe+2]. The product is [CH2:24]([C:5]1[N:6]([CH2:9][C:10]2[CH:15]=[CH:14][C:13]([C:16]3[C:17]([C:22]#[N:23])=[CH:18][CH:19]=[CH:20][CH:21]=3)=[CH:12][CH:11]=2)[C:7](=[O:8])[C:2]([C:33]2[CH:34]=[CH:35][C:30]([F:29])=[CH:31][CH:32]=2)=[C:3]([CH3:28])[N:4]=1)[CH2:25][CH2:26][CH3:27]. The yield is 0.970.